Regression. Given a peptide amino acid sequence and an MHC pseudo amino acid sequence, predict their binding affinity value. This is MHC class I binding data. From a dataset of Peptide-MHC class I binding affinity with 185,985 pairs from IEDB/IMGT. (1) The binding affinity (normalized) is 0.0847. The MHC is HLA-A11:01 with pseudo-sequence HLA-A11:01. The peptide sequence is KSNEKNMDF. (2) The peptide sequence is LVLQAGFFLL. The MHC is HLA-A31:01 with pseudo-sequence HLA-A31:01. The binding affinity (normalized) is 0.381. (3) The MHC is HLA-A25:01 with pseudo-sequence HLA-A25:01. The peptide sequence is WASGVPAAT. The binding affinity (normalized) is 0.0847. (4) The peptide sequence is KQMEDGHTL. The MHC is BoLA-D18.4 with pseudo-sequence BoLA-D18.4. The binding affinity (normalized) is 0.851. (5) The peptide sequence is LNWFEIWIV. The MHC is HLA-A80:01 with pseudo-sequence HLA-A80:01. The binding affinity (normalized) is 0.0847. (6) The peptide sequence is RIYDPLWFQ. The MHC is HLA-A23:01 with pseudo-sequence HLA-A23:01. The binding affinity (normalized) is 0.0847.